From a dataset of Catalyst prediction with 721,799 reactions and 888 catalyst types from USPTO. Predict which catalyst facilitates the given reaction. (1) Reactant: [NH2:1][C@H:2]([C:4]1[N:9]([C:10]2[CH:15]=[CH:14][CH:13]=[CH:12][CH:11]=2)[C:8](=[O:16])[C:7]2=[C:17]([CH2:20][C:21]3[CH:26]=[CH:25][CH:24]=[C:23]([O:27][CH3:28])[CH:22]=3)[CH:18]=[CH:19][N:6]2[N:5]=1)[CH3:3].[NH2:29][C:30]1[C:35]([C:36]#[N:37])=[C:34](Cl)[N:33]=[CH:32][N:31]=1.C(N(CC)C(C)C)(C)C. Product: [NH2:29][C:30]1[C:35]([C:36]#[N:37])=[C:34]([NH:1][C@H:2]([C:4]2[N:9]([C:10]3[CH:11]=[CH:12][CH:13]=[CH:14][CH:15]=3)[C:8](=[O:16])[C:7]3=[C:17]([CH2:20][C:21]4[CH:26]=[CH:25][CH:24]=[C:23]([O:27][CH3:28])[CH:22]=4)[CH:18]=[CH:19][N:6]3[N:5]=2)[CH3:3])[N:33]=[CH:32][N:31]=1. The catalyst class is: 107. (2) Reactant: F[C:2](F)(F)C([O-])=O.[CH3:8][C:9]1[N:13]([CH2:14][C:15]2[CH:20]=[CH:19][N:18]=[C:17]([N:21]3[CH2:26][CH2:25][NH2+:24][CH2:23][CH2:22]3)[CH:16]=2)[N:12]=[C:11]([C:27]2[O:31][N:30]=[C:29]([C:32]3[CH:37]=[CH:36][C:35]([O:38][C:39]([F:42])([F:41])[F:40])=[CH:34][CH:33]=3)[N:28]=2)[N:10]=1.C=O.[BH3-]C#N.[Na+]. Product: [CH3:8][C:9]1[N:13]([CH2:14][C:15]2[CH:20]=[CH:19][N:18]=[C:17]([N:21]3[CH2:26][CH2:25][N:24]([CH3:2])[CH2:23][CH2:22]3)[CH:16]=2)[N:12]=[C:11]([C:27]2[O:31][N:30]=[C:29]([C:32]3[CH:33]=[CH:34][C:35]([O:38][C:39]([F:42])([F:40])[F:41])=[CH:36][CH:37]=3)[N:28]=2)[N:10]=1. The catalyst class is: 14. (3) Reactant: N1([C:6]([N:8]2[CH:12]=[CH:11][N:10]=[CH:9]2)=[NH:7])C=CN=C1.NC1[C:19]([OH:20])=[CH:18]C=CN=1. Product: [O:20]1[C:19]2[C:9](=[N:10][CH:11]=[CH:12][CH:18]=2)[N:8]=[C:6]1[NH2:7]. The catalyst class is: 1.